Dataset: Catalyst prediction with 721,799 reactions and 888 catalyst types from USPTO. Task: Predict which catalyst facilitates the given reaction. (1) Reactant: [CH3:1][N:2]1[CH:6]=[CH:5][N:4]=[C:3]1[CH:7]=O.[CH3:9][C:10]([CH3:15])([CH3:14])[CH2:11][CH2:12][NH2:13].[BH4-].[Na+]. Product: [CH3:9][C:10]([CH3:15])([CH3:14])[CH2:11][CH2:12][NH:13][CH2:7][C:3]1[N:2]([CH3:1])[CH:6]=[CH:5][N:4]=1. The catalyst class is: 5. (2) Reactant: [H-].[Na+].[CH3:3][N:4]([CH3:7])[CH:5]=[O:6].[CH3:8][O:9][C:10]1[CH:18]=[C:17]2[C:13]([CH2:14][C:15](=O)N2)=C[CH:11]=1.[CH3:20]I. Product: [CH3:8][O:9][C:10]1[CH:11]=[C:3]2[C:13]([C:14]([CH3:15])([CH3:20])[C:5](=[O:6])[N:4]2[CH3:7])=[CH:17][CH:18]=1. The catalyst class is: 6. (3) Reactant: [CH:1]1([N:6]2[C:11]3[N:12]=[C:13]([S:16][CH3:17])[N:14]=[CH:15][C:10]=3[C:9]([CH3:18])=[C:8]([I:19])[C:7]2=[O:20])[CH2:5][CH2:4][CH2:3][CH2:2]1.C1(S(N2C(C3C=CC=CC=3)O2)(=O)=[O:28])C=CC=CC=1. Product: [CH:1]1([N:6]2[C:11]3[N:12]=[C:13]([S:16]([CH3:17])=[O:28])[N:14]=[CH:15][C:10]=3[C:9]([CH3:18])=[C:8]([I:19])[C:7]2=[O:20])[CH2:2][CH2:3][CH2:4][CH2:5]1. The catalyst class is: 4. (4) Reactant: [CH:1](=O)[CH:2]=[C:3]([CH3:5])[CH3:4].[C:7]1([S:13]([C:16]#[N:17])(=[O:15])=[O:14])[CH:12]=[CH:11][CH:10]=[CH:9][CH:8]=1.C1(C)C=CC=CC=1.B(O)(O)O. Product: [C:7]1([S:13]([C:16]2[CH:4]=[C:3]([CH3:5])[CH:2]=[CH:1][N:17]=2)(=[O:14])=[O:15])[CH:8]=[CH:9][CH:10]=[CH:11][CH:12]=1. The catalyst class is: 51.